From a dataset of Reaction yield outcomes from USPTO patents with 853,638 reactions. Predict the reaction yield, written as a fraction of the theoretical maximum amount of product (1.0 means a 100% yield; for example, 0.34 means a 34% yield). (1) The reactants are [CH3:1][O:2][C:3]1[CH:4]=[C:5]([CH:24]=[CH:25][C:26]=1[O:27][CH3:28])[CH2:6][NH:7][C:8]1[N:13]2[N:14]=[C:15]([C:17]3[O:18][CH:19]=[CH:20][CH:21]=3)[N:16]=[C:12]2[CH:11]=[C:10]([CH2:22][OH:23])[N:9]=1.[N:29]1[CH:34]=[CH:33][CH:32]=[C:31](O)[CH:30]=1.C(C=P(CCCC)(CCCC)CCCC)#N.C(=O)(O)[O-].[Na+]. The catalyst is C1COCC1.C(Cl)(Cl)Cl. The product is [CH3:1][O:2][C:3]1[CH:4]=[C:5]([CH:24]=[CH:25][C:26]=1[O:27][CH3:28])[CH2:6][NH:7][C:8]1[N:13]2[N:14]=[C:15]([C:17]3[O:18][CH:19]=[CH:20][CH:21]=3)[N:16]=[C:12]2[CH:11]=[C:10]([CH2:22][O:23][C:31]2[CH:30]=[N:29][CH:34]=[CH:33][CH:32]=2)[N:9]=1. The yield is 0.520. (2) The reactants are [CH:1]1([N:4]([CH3:29])[C:5]2[C:6]([C:19]3[O:20][C:21]4[CH:27]=[CH:26][C:25]([F:28])=[CH:24][C:22]=4[CH:23]=3)=[N:7][C:8]3[C:13]([N:14]=2)=[CH:12][C:11]([C:15]([O:17]C)=[O:16])=[CH:10][CH:9]=3)[CH2:3][CH2:2]1.[OH-].[Na+].Cl. The catalyst is CO.O. The product is [CH:1]1([N:4]([CH3:29])[C:5]2[C:6]([C:19]3[O:20][C:21]4[CH:27]=[CH:26][C:25]([F:28])=[CH:24][C:22]=4[CH:23]=3)=[N:7][C:8]3[C:13]([N:14]=2)=[CH:12][C:11]([C:15]([OH:17])=[O:16])=[CH:10][CH:9]=3)[CH2:3][CH2:2]1. The yield is 0.790. (3) The reactants are [NH2:1][CH2:2][C:3]1[CH:17]=[CH:16][C:6]([O:7][CH2:8][C:9]([O:11][C:12]([CH3:15])([CH3:14])[CH3:13])=[O:10])=[C:5]([Br:18])[CH:4]=1.[F:19][C:20]1[CH:25]=[CH:24][C:23]([S:26](Cl)(=[O:28])=[O:27])=[CH:22][CH:21]=1.CCN(CC)CC. The catalyst is C(Cl)Cl. The product is [Br:18][C:5]1[CH:4]=[C:3]([CH2:2][NH:1][S:26]([C:23]2[CH:24]=[CH:25][C:20]([F:19])=[CH:21][CH:22]=2)(=[O:28])=[O:27])[CH:17]=[CH:16][C:6]=1[O:7][CH2:8][C:9]([O:11][C:12]([CH3:14])([CH3:15])[CH3:13])=[O:10]. The yield is 0.480. (4) The reactants are [OH:1][C@:2]12[C@@H:9]([CH2:10][OH:11])[O:8][C@@H:7]([N:12]3[CH:20]=[C:18]([CH3:19])[C:16](=[O:17])[NH:15][C:13]3=[O:14])[C@@:6]1([O:21][CH3:22])[O:5][CH2:4][CH2:3]2.[CH3:23][O:24][C:25]1[CH:46]=[CH:45][C:28]([C:29](Cl)([C:38]2[CH:43]=[CH:42][CH:41]=[CH:40][CH:39]=2)[C:30]2[CH:35]=[CH:34][C:33]([O:36][CH3:37])=[CH:32][CH:31]=2)=[CH:27][CH:26]=1.C1(C)C=CC=CC=1.C(=O)([O-])O.[Na+]. The catalyst is N1C=CC=CC=1.ClCCl. The product is [CH3:37][O:36][C:33]1[CH:32]=[CH:31][C:30]([C:29]([O:11][CH2:10][C@H:9]2[O:8][C@@H:7]([N:12]3[CH:20]=[C:18]([CH3:19])[C:16](=[O:17])[NH:15][C:13]3=[O:14])[C@:6]3([O:21][CH3:22])[C@@:2]2([OH:1])[CH2:3][CH2:4][O:5]3)([C:38]2[CH:39]=[CH:40][CH:41]=[CH:42][CH:43]=2)[C:28]2[CH:45]=[CH:46][C:25]([O:24][CH3:23])=[CH:26][CH:27]=2)=[CH:35][CH:34]=1. The yield is 0.928. (5) The reactants are [F:1][C:2]1[CH:3]=[CH:4][C:5]([NH:8][NH:9][C:10](=O)[C:11]2[CH:16]=[CH:15][C:14]([CH2:17][N:18]3[CH2:23][CH2:22][O:21][CH2:20][CH2:19]3)=[CH:13][CH:12]=2)=[N:6][CH:7]=1.C1(P(C2C=CC=CC=2)C2C=CC=CC=2)C=CC=CC=1.C(N(CC)CC)C.ClC(Cl)(Cl)C(Cl)(Cl)Cl. The catalyst is C1COCC1. The product is [F:1][C:2]1[CH:3]=[CH:4][C:5]2[N:6]([C:10]([C:11]3[CH:16]=[CH:15][C:14]([CH2:17][N:18]4[CH2:23][CH2:22][O:21][CH2:20][CH2:19]4)=[CH:13][CH:12]=3)=[N:9][N:8]=2)[CH:7]=1. The yield is 0.690.